This data is from Full USPTO retrosynthesis dataset with 1.9M reactions from patents (1976-2016). The task is: Predict the reactants needed to synthesize the given product. (1) Given the product [F:14][C:12]([F:15])([F:13])[CH:11]([NH:10][C:8]1[CH:7]=[CH:6][CH:5]=[C:4]2[C:9]=1[N:1]([CH2:35][C:36]([NH2:38])=[O:37])[CH:2]=[CH:3]2)[C:16]1[CH:17]=[C:18]2[C:22](=[CH:23][CH:24]=1)[N:21]([C:25]1[CH:30]=[CH:29][C:28]([F:31])=[CH:27][CH:26]=1)[N:20]=[CH:19]2, predict the reactants needed to synthesize it. The reactants are: [NH:1]1[C:9]2[C:4](=[CH:5][CH:6]=[CH:7][C:8]=2[NH:10][CH:11]([C:16]2[CH:17]=[C:18]3[C:22](=[CH:23][CH:24]=2)[N:21]([C:25]2[CH:30]=[CH:29][C:28]([F:31])=[CH:27][CH:26]=2)[N:20]=[CH:19]3)[C:12]([F:15])([F:14])[F:13])[CH:3]=[CH:2]1.[OH-].[K+].I[CH2:35][C:36]([NH2:38])=[O:37]. (2) Given the product [CH3:24][C:7]1([CH3:25])[CH2:6][C:5]2[C:10](=[C:11]3[CH2:15][C:14]([CH3:17])([CH3:16])[O:13][C:12]3=[C:3]([NH2:27])[CH:4]=2)[C:9]([C:18]2[CH:23]=[CH:22][CH:21]=[CH:20][CH:19]=2)=[N:8]1, predict the reactants needed to synthesize it. The reactants are: CO[C:3]1[CH:4]=[C:5]2[C:10](=[C:11]3[CH2:15][C:14]([CH3:17])([CH3:16])[O:13][C:12]=13)[C:9]([C:18]1[CH:23]=[CH:22][CH:21]=[CH:20][CH:19]=1)=[N:8][C:7]([CH3:25])([CH3:24])[CH2:6]2.[Cl-].[NH4+:27]. (3) Given the product [Cl:1][C:2]1[C:3]2[C:10]([I:11])=[CH:9][N:8]([CH2:12][C@H:13]([N:17]([CH3:26])[C:18](=[O:24])[O:19][C:20]([CH3:23])([CH3:22])[CH3:21])[CH2:14][CH:15]=[CH2:16])[C:4]=2[N:5]=[CH:6][N:7]=1, predict the reactants needed to synthesize it. The reactants are: [Cl:1][C:2]1[C:3]2[C:10]([I:11])=[CH:9][N:8]([CH2:12][C@H:13]([NH:17][C:18](=[O:24])[O:19][C:20]([CH3:23])([CH3:22])[CH3:21])[CH2:14][CH:15]=[CH2:16])[C:4]=2[N:5]=[CH:6][N:7]=1.Cl[C:26]1C2C(I)=CN(C[C@H](NC(=O)OC(C)(C)C)C=C)C=2N=CN=1. (4) Given the product [NH:8]1[CH2:9][CH:10]([CH:12]([C:17]2[CH:18]=[C:19]([C:24]3[N:25]=[N:26][N:27]([CH3:29])[N:28]=3)[CH:20]=[C:21]([F:23])[CH:22]=2)[C:13]([F:16])([CH3:15])[CH3:14])[CH2:11]1, predict the reactants needed to synthesize it. The reactants are: C1(C(C2C=CC=CC=2)[N:8]2[CH2:11][CH:10]([CH:12]([C:17]3[CH:18]=[C:19]([C:24]4[N:25]=[N:26][N:27]([CH3:29])[N:28]=4)[CH:20]=[C:21]([F:23])[CH:22]=3)[C:13]([F:16])([CH3:15])[CH3:14])[CH2:9]2)C=CC=CC=1.OCC1(OC[C@@H](O)[C@@H](O)[C@H]1O)O.[H][H]. (5) Given the product [CH3:3][C:2]([Si:5]([CH3:26])([CH3:25])[O:6][C@@H:7]1[CH2:11][N:10]([C:12]([O:14][C:15]([CH3:18])([CH3:17])[CH3:16])=[O:13])[C@@H:9]([CH3:19])[CH2:8]1)([CH3:1])[CH3:4], predict the reactants needed to synthesize it. The reactants are: [CH3:1][C:2]([Si:5]([CH3:26])([CH3:25])[O:6][C@@H:7]1[CH2:11][N:10]([C:12]([O:14][C:15]([CH3:18])([CH3:17])[CH3:16])=[O:13])[C@@H:9]([CH2:19]OS(C)(=O)=O)[CH2:8]1)([CH3:4])[CH3:3].